Dataset: NCI-60 drug combinations with 297,098 pairs across 59 cell lines. Task: Regression. Given two drug SMILES strings and cell line genomic features, predict the synergy score measuring deviation from expected non-interaction effect. (1) Drug 1: CC1=C(C(=CC=C1)Cl)NC(=O)C2=CN=C(S2)NC3=CC(=NC(=N3)C)N4CCN(CC4)CCO. Drug 2: CN(C(=O)NC(C=O)C(C(C(CO)O)O)O)N=O. Cell line: IGROV1. Synergy scores: CSS=2.45, Synergy_ZIP=-0.187, Synergy_Bliss=1.14, Synergy_Loewe=1.60, Synergy_HSA=-0.348. (2) Drug 1: C1CN1P(=S)(N2CC2)N3CC3. Drug 2: CCN(CC)CCCC(C)NC1=C2C=C(C=CC2=NC3=C1C=CC(=C3)Cl)OC. Cell line: HCC-2998. Synergy scores: CSS=26.5, Synergy_ZIP=-7.66, Synergy_Bliss=3.61, Synergy_Loewe=-1.98, Synergy_HSA=1.85.